This data is from Experimentally validated miRNA-target interactions with 360,000+ pairs, plus equal number of negative samples. The task is: Binary Classification. Given a miRNA mature sequence and a target amino acid sequence, predict their likelihood of interaction. The miRNA is hsa-miR-132-3p with sequence UAACAGUCUACAGCCAUGGUCG. The protein sequence of the target gene is MIIKEYRIPLPMTVDEYRIAQLYMIQKKSRNETHGQGSGVEILENRPYTDGPGGSGQYTHKVYHVGMHIPGWFRSILPKAALRVVEESWNAYPYTRTRFTCPFVEKFSIDIETFYKTDTGENNNVFNLSPVEKSQLITDIIDIVKDPVPPSEYKTEEDPKLFQSVKTCRGPLSENWIQEYKKRLLPIMCAYKLCKVEFRYWGMQSKIERFIHDTGLRRVMVRAHRQAWCWQDEWYGLTMEKIRELEREVQLMLSRKMAQFSEEGPSELSKDSATKDQASGTTSDPGSKNGEPLGRGLKKQ.... Result: 0 (no interaction).